This data is from Forward reaction prediction with 1.9M reactions from USPTO patents (1976-2016). The task is: Predict the product of the given reaction. (1) Given the reactants [CH3:1][N:2]1[C:10]2[C:5](=[CH:6][C:7]([N+:11]([O-])=O)=[CH:8][CH:9]=2)[C:4]([CH3:14])=[N:3]1.NN.O, predict the reaction product. The product is: [CH3:1][N:2]1[C:10]2[C:5](=[CH:6][C:7]([NH2:11])=[CH:8][CH:9]=2)[C:4]([CH3:14])=[N:3]1. (2) Given the reactants [CH:1]([Mg]Br)([CH3:3])[CH3:2].C([Li])CCC.Br[C:12]1[CH:13]=[C:14]([CH:22]=[CH:23][CH:24]=1)[C:15]([O:17][C:18]([CH3:21])([CH3:20])[CH3:19])=[O:16], predict the reaction product. The product is: [CH2:3]([C:12]1[CH:13]=[C:14]([CH:22]=[CH:23][CH:24]=1)[C:15]([O:17][C:18]([CH3:21])([CH3:20])[CH3:19])=[O:16])[CH:1]=[CH2:2]. (3) Given the reactants Cl[C:2]1[N:7]2[N:8]=[CH:9][C:10]([C:11]([O:13][CH2:14][CH3:15])=[O:12])=[C:6]2[N:5]=[CH:4][C:3]=1[C:16]([N:18]1[CH2:23][CH2:22][CH:21]([C:24]2[CH:29]=[CH:28][C:27]([F:30])=[CH:26][CH:25]=2)[CH2:20][CH2:19]1)=[O:17].[F:31][C:32]1[CH:38]=[CH:37][C:35]([NH2:36])=[C:34]([CH3:39])[CH:33]=1, predict the reaction product. The product is: [CH2:14]([O:13][C:11]([C:10]1[CH:9]=[N:8][N:7]2[C:2]([NH:36][C:35]3[CH:37]=[CH:38][C:32]([F:31])=[CH:33][C:34]=3[CH3:39])=[C:3]([C:16]([N:18]3[CH2:23][CH2:22][CH:21]([C:24]4[CH:29]=[CH:28][C:27]([F:30])=[CH:26][CH:25]=4)[CH2:20][CH2:19]3)=[O:17])[CH:4]=[N:5][C:6]=12)=[O:12])[CH3:15]. (4) Given the reactants [C-:1]#[N:2].[K+].Br[CH2:5][C:6]1[CH:11]=[C:10]([C:12]([CH3:15])([CH3:14])[CH3:13])[CH:9]=[CH:8][C:7]=1[O:16][CH3:17].COC(C)(C)C, predict the reaction product. The product is: [C:12]([C:10]1[CH:9]=[CH:8][C:7]([O:16][CH3:17])=[C:6]([CH2:5][C:1]#[N:2])[CH:11]=1)([CH3:15])([CH3:14])[CH3:13]. (5) Given the reactants [C:1]([C:3]1[CH:25]=[CH:24][C:6]([CH2:7][NH:8][C:9](=[O:23])[CH:10]([C:14]2[C:19]([F:20])=[CH:18][C:17]([OH:21])=[CH:16][C:15]=2[F:22])[O:11][CH2:12][CH3:13])=[CH:5][CH:4]=1)#[N:2].[C:26]1(B(O)O)[CH:31]=[CH:30][CH:29]=[CH:28][CH:27]=1, predict the reaction product. The product is: [C:1]([C:3]1[CH:4]=[CH:5][C:6]([CH2:7][NH:8][C:9](=[O:23])[CH:10]([C:14]2[C:15]([F:22])=[CH:16][C:17]([O:21][C:26]3[CH:31]=[CH:30][CH:29]=[CH:28][CH:27]=3)=[CH:18][C:19]=2[F:20])[O:11][CH2:12][CH3:13])=[CH:24][CH:25]=1)#[N:2]. (6) Given the reactants [BH4-].[Na+].[Si:3]([O:10][CH2:11][CH2:12][O:13][C:14]1[CH:15]=[C:16]([F:24])[C:17]([C:20](OC)=[O:21])=[N:18][CH:19]=1)([C:6]([CH3:9])([CH3:8])[CH3:7])([CH3:5])[CH3:4], predict the reaction product. The product is: [Si:3]([O:10][CH2:11][CH2:12][O:13][C:14]1[CH:15]=[C:16]([F:24])[C:17]([CH2:20][OH:21])=[N:18][CH:19]=1)([C:6]([CH3:9])([CH3:8])[CH3:7])([CH3:5])[CH3:4].